From a dataset of Full USPTO retrosynthesis dataset with 1.9M reactions from patents (1976-2016). Predict the reactants needed to synthesize the given product. (1) Given the product [BrH:19].[F:14][C:2]1([F:1])[CH2:7][CH2:6][CH:5]([C:8]2[S:12][C:11](=[NH:13])[N:10]([CH2:18][CH2:17][O:16][CH3:15])[CH:9]=2)[CH2:4][CH2:3]1, predict the reactants needed to synthesize it. The reactants are: [F:1][C:2]1([F:14])[CH2:7][CH2:6][CH:5]([C:8]2[S:12][CH:11]([NH2:13])[NH:10][CH:9]=2)[CH2:4][CH2:3]1.[CH3:15][O:16][CH2:17][CH2:18][Br:19]. (2) Given the product [Br:1][C:2]1[CH:3]=[C:4]([CH:7]=[CH:8][CH:9]=1)[CH2:5][O:22][C:12]1[C:11]([F:10])=[CH:16][CH:15]=[CH:14][C:13]=1[CH2:17][C:18]([O:20][CH3:21])=[O:19], predict the reactants needed to synthesize it. The reactants are: [Br:1][C:2]1[CH:3]=[C:4]([CH:7]=[CH:8][CH:9]=1)[CH2:5]Br.[F:10][C:11]1[C:12]([OH:22])=[C:13]([CH2:17][C:18]([O:20][CH3:21])=[O:19])[CH:14]=[CH:15][CH:16]=1. (3) Given the product [Br:25][CH:13]([C:5]1[CH:4]=[C:3]([C:2]([F:17])([F:16])[F:1])[CH:8]=[C:7]([C:9]([F:12])([F:11])[F:10])[CH:6]=1)[CH3:14], predict the reactants needed to synthesize it. The reactants are: [F:1][C:2]([F:17])([F:16])[C:3]1[CH:4]=[C:5]([C@H:13](O)[CH3:14])[CH:6]=[C:7]([C:9]([F:12])([F:11])[F:10])[CH:8]=1.N1C=CC=CC=1.P(Br)(Br)[Br:25].O. (4) Given the product [Cl:1][C:2]1[CH:3]=[C:4]([CH:12]([CH2:16][CH:17]2[CH2:20][O:19][CH2:18]2)[C:13]([NH:21][C:22]2[CH:26]=[CH:25][N:24]([CH2:27][C:28]([OH:30])([CH3:29])[CH3:31])[N:23]=2)=[O:15])[CH:5]=[CH:6][C:7]=1[S:8]([CH3:11])(=[O:9])=[O:10], predict the reactants needed to synthesize it. The reactants are: [Cl:1][C:2]1[CH:3]=[C:4]([CH:12]([CH2:16][CH:17]2[CH2:20][O:19][CH2:18]2)[C:13]([OH:15])=O)[CH:5]=[CH:6][C:7]=1[S:8]([CH3:11])(=[O:10])=[O:9].[NH2:21][C:22]1[CH:26]=[CH:25][N:24]([CH2:27][C:28]([CH3:31])([OH:30])[CH3:29])[N:23]=1.C(N(CC)CC)C.F[P-](F)(F)(F)(F)F.N1(O[P+](N(C)C)(N(C)C)N(C)C)C2C=CC=CC=2N=N1.